Dataset: Full USPTO retrosynthesis dataset with 1.9M reactions from patents (1976-2016). Task: Predict the reactants needed to synthesize the given product. (1) Given the product [Br:5][C:6]1[CH:7]=[C:8]([CH:22]=[CH:23][CH:24]=1)[CH2:9][O:10][C:11]1[CH:16]=[CH:15][CH:14]=[CH:13][C:12]=1[CH2:17][C:18]([O:20][CH2:21][CH3:1])=[O:19], predict the reactants needed to synthesize it. The reactants are: [C:1](Cl)(C)=O.[Br:5][C:6]1[CH:7]=[C:8]([CH:22]=[CH:23][CH:24]=1)[CH2:9][O:10][C:11]1[CH:16]=[CH:15][CH:14]=[CH:13][C:12]=1[CH2:17][C:18]([O:20][CH3:21])=[O:19].C(=O)(O)[O-]. (2) Given the product [CH3:32][C:29]1[CH:30]=[CH:31][C:26]([NH:25][C:24]([C:21]2[CH:20]=[CH:19][C:18]([CH2:17][N:14]3[CH2:13][CH2:12][N:11]([CH2:10][CH2:9][P:4](=[O:3])([OH:5])[OH:8])[CH2:16][CH2:15]3)=[CH:23][CH:22]=2)=[O:46])=[CH:27][C:28]=1[NH:33][C:34]1[N:39]=[C:38]([C:40]2[CH:41]=[N:42][CH:43]=[CH:44][CH:45]=2)[CH:37]=[CH:36][N:35]=1, predict the reactants needed to synthesize it. The reactants are: C([O:3][P:4]([CH2:9][CH2:10][N:11]1[CH2:16][CH2:15][N:14]([CH2:17][C:18]2[CH:23]=[CH:22][C:21]([C:24](=[O:46])[NH:25][C:26]3[CH:31]=[CH:30][C:29]([CH3:32])=[C:28]([NH:33][C:34]4[N:39]=[C:38]([C:40]5[CH:41]=[N:42][CH:43]=[CH:44][CH:45]=5)[CH:37]=[CH:36][N:35]=4)[CH:27]=3)=[CH:20][CH:19]=2)[CH2:13][CH2:12]1)(=[O:8])[O:5]CC)C.C[Si](Br)(C)C. (3) Given the product [CH3:21][O:19][C:18](=[O:20])[CH2:17][CH2:16][CH:13]1[CH2:14][CH2:15][N:10]([C:8]([O:7][C:3]([CH3:6])([CH3:4])[CH3:5])=[O:9])[CH2:11][CH2:12]1, predict the reactants needed to synthesize it. The reactants are: IC.[C:3]([O:7][C:8]([N:10]1[CH2:15][CH2:14][CH:13]([CH2:16][CH2:17][C:18]([OH:20])=[O:19])[CH2:12][CH2:11]1)=[O:9])([CH3:6])([CH3:5])[CH3:4].[C:21]([O-])([O-])=O.[K+].[K+]. (4) Given the product [OH:1][C:2]1[CH:3]=[C:4]([CH2:8][C:9]([NH:13][C:17]2[C:16]3[C:21](=[CH:34][CH:27]=[CH:26][CH:25]=3)[CH:20]=[CH:19][CH:18]=2)=[O:11])[CH:5]=[CH:6][CH:7]=1, predict the reactants needed to synthesize it. The reactants are: [OH:1][C:2]1[CH:3]=[C:4]([CH2:8][C:9]([OH:11])=O)[CH:5]=[CH:6][CH:7]=1.O[N:13]1[C:17]2[CH:18]=[CH:19][CH:20]=[CH:21][C:16]=2N=N1.Cl.CN(C)[CH2:25][CH2:26][CH2:27]N=C=NCC.[CH3:34]N(C)C=O. (5) Given the product [Br:1][C:2]1[CH:3]=[CH:4][C:5]([O:9][CH2:10][C:11]2[CH:16]=[CH:15][CH:14]=[C:13]([F:17])[CH:12]=2)=[C:6]([CH:7]=1)[O:8][CH:26]1[CH2:27][N:24]([C:18]2[CH:23]=[CH:22][CH:21]=[CH:20][CH:19]=2)[CH2:25]1, predict the reactants needed to synthesize it. The reactants are: [Br:1][C:2]1[CH:3]=[CH:4][C:5]([O:9][CH2:10][C:11]2[CH:16]=[CH:15][CH:14]=[C:13]([F:17])[CH:12]=2)=[C:6]([OH:8])[CH:7]=1.[C:18]1([N:24]2[CH2:27][CH:26](O)[CH2:25]2)[CH:23]=[CH:22][CH:21]=[CH:20][CH:19]=1. (6) Given the product [CH3:26][N:27]1[CH2:32][CH2:31][N:30]([C:2]2[CH:3]=[N:4][N:5]([C:7]([C:20]3[CH:25]=[CH:24][CH:23]=[CH:22][CH:21]=3)([C:14]3[CH:19]=[CH:18][CH:17]=[CH:16][CH:15]=3)[C:8]3[CH:13]=[CH:12][CH:11]=[CH:10][CH:9]=3)[CH:6]=2)[CH2:29][CH2:28]1, predict the reactants needed to synthesize it. The reactants are: Br[C:2]1[CH:3]=[N:4][N:5]([C:7]([C:20]2[CH:25]=[CH:24][CH:23]=[CH:22][CH:21]=2)([C:14]2[CH:19]=[CH:18][CH:17]=[CH:16][CH:15]=2)[C:8]2[CH:13]=[CH:12][CH:11]=[CH:10][CH:9]=2)[CH:6]=1.[CH3:26][N:27]1[CH2:32][CH2:31][NH:30][CH2:29][CH2:28]1.CC(C)([O-])C.[Na+].CC(C1C=C(C(C)C)C(C2C=CC=CC=2P(C2CCCCC2)C2CCCCC2)=C(C(C)C)C=1)C.